From a dataset of Forward reaction prediction with 1.9M reactions from USPTO patents (1976-2016). Predict the product of the given reaction. (1) Given the reactants Br[CH2:2][CH2:3][CH2:4][CH3:5].[Cl:6][C:7]1[CH:8]=[C:9]([CH:12]=[CH:13][C:14]=1[OH:15])[CH:10]=[O:11].BrCCC.OC1C=CC(C=O)=CC=1, predict the reaction product. The product is: [CH2:2]([O:15][C:14]1[CH:13]=[CH:12][C:9]([CH:10]=[O:11])=[CH:8][C:7]=1[Cl:6])[CH2:3][CH2:4][CH3:5]. (2) Given the reactants [CH3:1][O:2][CH2:3][CH2:4][O:5][C:6]1[CH:18]=[CH:17][C:9]([C:10]([O:12]CCOC)=[O:11])=[C:8]([N+:19]([O-:21])=[O:20])[CH:7]=1, predict the reaction product. The product is: [CH3:1][O:2][CH2:3][CH2:4][O:5][C:6]1[CH:18]=[CH:17][C:9]([C:10]([OH:12])=[O:11])=[C:8]([N+:19]([O-:21])=[O:20])[CH:7]=1.